This data is from hERG Central: cardiac toxicity at 1µM, 10µM, and general inhibition. The task is: Predict hERG channel inhibition at various concentrations. (1) The molecule is CCN(CC)CCNC(=O)c1cc(S(=O)(=O)N2CCc3ccccc32)cn1C. Results: hERG_inhib (hERG inhibition (general)): blocker. (2) The drug is CCOc1ccccc1/C=C/C(=O)NCC(=O)N1CCC(N(C)C2CCCCC2C)CC1. Results: hERG_inhib (hERG inhibition (general)): blocker. (3) The compound is O=C(Nc1ccc(F)cc1)N1CCN(c2ccc3nnc(-c4ccc(F)cc4)n3n2)CC1. Results: hERG_inhib (hERG inhibition (general)): blocker. (4) The drug is O=C(NCc1ccco1)C12CN(Cc3ccccc3)CC1C(c1ccc([N+](=O)[O-])cc1)=NO2. Results: hERG_inhib (hERG inhibition (general)): blocker. (5) The molecule is COc1ccccc1-n1c(-c2ccccc2)c[n+]2c1CCc1ccccc1-2.[Br-]. Results: hERG_inhib (hERG inhibition (general)): blocker.